From a dataset of Full USPTO retrosynthesis dataset with 1.9M reactions from patents (1976-2016). Predict the reactants needed to synthesize the given product. (1) Given the product [CH2:1]([O:3][C:4]([C@@H:6]1[CH2:11][C@H:10]([C:12]2[CH:17]=[CH:16][C:15]([O:18][CH3:19])=[CH:14][CH:13]=2)[C@@H:9]([O:20][CH2:44][C:41]2[CH:42]=[CH:43][C:38]3[O:37][CH2:36][C:35](=[O:52])[N:34]([CH2:33][CH2:32][CH2:31][O:30][CH3:29])[C:39]=3[CH:40]=2)[CH2:8][N:7]1[C:21]1[CH:22]=[CH:23][C:24]([O:27][CH3:28])=[CH:25][CH:26]=1)=[O:5])[CH3:2], predict the reactants needed to synthesize it. The reactants are: [CH2:1]([O:3][C:4]([C@@H:6]1[CH2:11][C@H:10]([C:12]2[CH:17]=[CH:16][C:15]([O:18][CH3:19])=[CH:14][CH:13]=2)[C@@H:9]([OH:20])[CH2:8][N:7]1[C:21]1[CH:26]=[CH:25][C:24]([O:27][CH3:28])=[CH:23][CH:22]=1)=[O:5])[CH3:2].[CH3:29][O:30][CH2:31][CH2:32][CH2:33][N:34]1[C:39]2[CH:40]=[C:41]([CH2:44]OC(=N)C(Cl)(Cl)Cl)[CH:42]=[CH:43][C:38]=2[O:37][CH2:36][C:35]1=[O:52].FC(F)(F)S(O)(=O)=O. (2) Given the product [N:1]([CH2:25][C:20]1[CH:21]=[CH:22][CH:23]=[CH:24][C:19]=1[Cl:18])=[N+:2]=[N-:3], predict the reactants needed to synthesize it. The reactants are: [N-:1]=[N+:2]=[N-:3].[Na+].CS(C)=O.CCN(C(C)C)C(C)C.[Cl:18][C:19]1[CH:24]=[CH:23][CH:22]=[CH:21][C:20]=1[CH2:25]Cl. (3) Given the product [Na:1].[O:37]1[C:38]2[CH:39]=[CH:41][CH:42]=[CH:15][C:14]=2[O:13][CH2:12][CH:11]1[CH2:10][O:9][C:8]1[CH:7]=[CH:6][N:5]=[C:4]([CH2:21][S:22]([C:24]2[NH:28][C:27]3[CH:29]=[CH:30][CH:31]=[CH:32][C:26]=3[N:25]=2)=[O:23])[C:3]=1[CH3:2], predict the reactants needed to synthesize it. The reactants are: [Na:1].[CH3:2][C:3]1[C:4]([CH2:21][S:22]([C:24]2[NH:28][C:27]3[CH:29]=[CH:30][CH:31]=[CH:32][C:26]=3[N:25]=2)=[O:23])=[N:5][CH:6]=[CH:7][C:8]=1[O:9][CH2:10][CH2:11][C:12]1(CCC)OC[CH2:15][CH2:14][O:13]1.OCC1O[C:39]2[CH:41]=[CH:42]C=C[C:38]=2[O:37]C1. (4) Given the product [CH3:18][C:19]1[C:24]([C:2]2[N:3]=[C:4]([N:12]3[CH2:17][CH2:16][O:15][CH2:14][CH2:13]3)[C:5]3[S:10][CH:9]=[C:8]([CH3:11])[C:6]=3[N:7]=2)=[CH:23][N:22]=[C:21]([NH2:34])[N:20]=1, predict the reactants needed to synthesize it. The reactants are: Cl[C:2]1[N:3]=[C:4]([N:12]2[CH2:17][CH2:16][O:15][CH2:14][CH2:13]2)[C:5]2[S:10][CH:9]=[C:8]([CH3:11])[C:6]=2[N:7]=1.[CH3:18][C:19]1[C:24](B2OC(C)(C)C(C)(C)O2)=[CH:23][N:22]=[C:21]([NH2:34])[N:20]=1. (5) Given the product [Cl:44][C:41]1[CH:40]=[CH:39][C:38]([C:35]2[S:36][CH:37]=[C:33]([CH2:32][S:31][C:13]3[C:14]([C:29]#[N:30])=[C:15]([C:19]4[CH:20]=[CH:21][C:22]([O:25][CH2:26][CH2:27][OH:28])=[CH:23][CH:24]=4)[C:16]([C:17]#[N:18])=[C:11]([N:4]([CH2:2][CH3:3])[CH2:5][C:6]([F:9])([F:8])[F:7])[N:12]=3)[N:34]=2)=[CH:43][CH:42]=1, predict the reactants needed to synthesize it. The reactants are: Cl.[CH2:2]([NH:4][CH2:5][C:6]([F:9])([F:8])[F:7])[CH3:3].Cl[C:11]1[C:16]([C:17]#[N:18])=[C:15]([C:19]2[CH:24]=[CH:23][C:22]([O:25][CH2:26][CH2:27][OH:28])=[CH:21][CH:20]=2)[C:14]([C:29]#[N:30])=[C:13]([S:31][CH2:32][C:33]2[N:34]=[C:35]([C:38]3[CH:43]=[CH:42][C:41]([Cl:44])=[CH:40][CH:39]=3)[S:36][CH:37]=2)[N:12]=1.Cl.FC(F)(F)CNC. (6) Given the product [N:70]1[NH:71][N:72]=[N:73][C:74]=1[CH2:75][NH:76][C:26](=[O:28])[C:25]1[CH:29]=[CH:30][C:22]([NH:21][CH:4]([C:5]2[CH:6]=[CH:7][C:8]([C:11]3[CH:16]=[CH:15][C:14]([C:17]([F:19])([F:20])[F:18])=[CH:13][CH:12]=3)=[CH:9][CH:10]=2)[CH2:3][CH:2]([CH3:1])[CH3:31])=[N:23][CH:24]=1, predict the reactants needed to synthesize it. The reactants are: [CH3:1][CH:2]([CH3:31])[CH2:3][CH:4]([NH:21][C:22]1[CH:30]=[CH:29][C:25]([C:26]([OH:28])=O)=[CH:24][N:23]=1)[C:5]1[CH:10]=[CH:9][C:8]([C:11]2[CH:16]=[CH:15][C:14]([C:17]([F:20])([F:19])[F:18])=[CH:13][CH:12]=2)=[CH:7][CH:6]=1.CC(S(N)=O)(C)C.F[P-](F)(F)(F)(F)F.N1(OC(N(C)C)=[N+](C)C)C2N=CC=CC=2N=N1.CN1CCOCC1.[NH:70]1[C:74]([CH2:75][NH2:76])=[N:73][N:72]=[N:71]1. (7) Given the product [F:30][C:24]1[CH:25]=[C:26]([F:29])[CH:27]=[CH:28][C:23]=1[N:22]1[CH:21]=[N:20][N:19]=[C:18]1[C:12]1[S:11][C:10]2[C:9]3[CH:31]=[C:5]([C:3]([OH:4])=[O:2])[CH:6]=[CH:7][C:8]=3[O:17][CH2:16][CH2:15][C:14]=2[CH:13]=1, predict the reactants needed to synthesize it. The reactants are: C[O:2][C:3]([C:5]1[CH:6]=[CH:7][C:8]2[O:17][CH2:16][CH2:15][C:14]3[CH:13]=[C:12]([C:18]4[N:22]([C:23]5[CH:28]=[CH:27][C:26]([F:29])=[CH:25][C:24]=5[F:30])[CH:21]=[N:20][N:19]=4)[S:11][C:10]=3[C:9]=2[CH:31]=1)=[O:4].[OH-].[Na+].Cl. (8) Given the product [CH:1]1([NH:7][C:15]([C:17]2[C:18]([C:35]3[CH:36]=[C:37]([CH3:43])[C:38]([OH:42])=[C:39]([CH3:41])[CH:40]=3)=[C:19]([CH3:34])[N:20]3[CH2:29][CH2:28][C:27]4[C:22](=[CH:23][C:24]([O:32][CH3:33])=[C:25]([O:30][CH3:31])[CH:26]=4)[C:21]=23)=[O:14])[CH2:6][CH2:5][CH2:4][CH2:3][CH2:2]1, predict the reactants needed to synthesize it. The reactants are: [CH:1]1([NH2:7])[CH2:6][CH2:5][CH2:4][CH2:3][CH2:2]1.C[Al](C)C.C([O:14][C:15]([C:17]1[C:18]([C:35]2[CH:40]=[C:39]([CH3:41])[C:38]([OH:42])=[C:37]([CH3:43])[CH:36]=2)=[C:19]([CH3:34])[N:20]2[CH2:29][CH2:28][C:27]3[C:22](=[CH:23][C:24]([O:32][CH3:33])=[C:25]([O:30][CH3:31])[CH:26]=3)[C:21]=12)=O)C.[OH-].[Na+].